Task: Predict which catalyst facilitates the given reaction.. Dataset: Catalyst prediction with 721,799 reactions and 888 catalyst types from USPTO (1) Reactant: [NH2:1][C:2]1[N:7]=[C:6]([C:8]2[CH:15]=[CH:14][C:11]([C:12]#[N:13])=[C:10]([F:16])[CH:9]=2)[CH:5]=[C:4]([N:17]2[CH2:22][CH2:21][CH2:20][CH2:19][CH2:18]2)[N:3]=1.[C:23](OC(=O)C)(=[O:25])[CH3:24]. Product: [C:12]([C:11]1[CH:14]=[CH:15][C:8]([C:6]2[CH:5]=[C:4]([N:17]3[CH2:18][CH2:19][CH2:20][CH2:21][CH2:22]3)[N:3]=[C:2]([NH:1][C:23](=[O:25])[CH3:24])[N:7]=2)=[CH:9][C:10]=1[F:16])#[N:13]. The catalyst class is: 142. (2) Reactant: [N:1]1[C:10]2[C:5](=[CH:6][C:7]([C:11]([OH:13])=O)=[CH:8][CH:9]=2)[N:4]=[CH:3][CH:2]=1.C(Cl)(=O)C([Cl:17])=O.CN(C=O)C. Product: [N:1]1[C:10]2[C:5](=[CH:6][C:7]([C:11]([Cl:17])=[O:13])=[CH:8][CH:9]=2)[N:4]=[CH:3][CH:2]=1. The catalyst class is: 48. (3) Reactant: C([O:5][C:6](=O)[NH:7][CH:8]1[CH2:13][CH2:12][N:11]([S:14]([C:17]2[CH:22]=[CH:21][C:20]([CH2:23][NH:24][C:25](=[O:33])[CH2:26][C:27]3[CH:32]=[CH:31][CH:30]=[CH:29][CH:28]=3)=[CH:19][CH:18]=2)(=[O:16])=[O:15])[CH2:10][CH2:9]1)(C)(C)C.Cl.[CH:36](N(C(C)C)CC)(C)[CH3:37].C(Cl)(=O)C=C. Product: [C:27]1([CH2:26][C:25]([NH:24][CH2:23][C:20]2[CH:19]=[CH:18][C:17]([S:14]([N:11]3[CH2:10][CH2:9][CH:8]([NH:7][C:6](=[O:5])[CH:36]=[CH2:37])[CH2:13][CH2:12]3)(=[O:15])=[O:16])=[CH:22][CH:21]=2)=[O:33])[CH:32]=[CH:31][CH:30]=[CH:29][CH:28]=1. The catalyst class is: 258. (4) Reactant: [CH:1]1([NH:4][CH:5]2[C:14]3[CH2:13][S:12][N:11]=[C:10]([N:15](C(OC(C)(C)C)=O)C(OC(C)(C)C)=O)[C:9]4=[N:30][N:31]([CH2:33][C:34]5[C:39]([CH3:40])=[C:38]([O:41][CH3:42])[C:37]([CH3:43])=[CH:36][N:35]=5)[N:32]=[C:7]([C:8]=34)[CH2:6]2)[CH2:3][CH2:2]1.CO.C=O.[C:48]([BH3-])#N.[Na+]. Product: [CH:1]1([N:4]([CH3:48])[CH:5]2[C:14]3[CH2:13][S:12][N:11]=[C:10]([NH2:15])[C:9]4=[N:30][N:31]([CH2:33][C:34]5[C:39]([CH3:40])=[C:38]([O:41][CH3:42])[C:37]([CH3:43])=[CH:36][N:35]=5)[N:32]=[C:7]([C:8]=34)[CH2:6]2)[CH2:2][CH2:3]1. The catalyst class is: 15. (5) Reactant: [O:1]([C:8]1[CH:20]=[CH:19][C:11]([O:12][CH:13]2[CH2:18][CH2:17][NH:16][CH2:15][CH2:14]2)=[CH:10][CH:9]=1)[C:2]1[CH:7]=[CH:6][CH:5]=[CH:4][CH:3]=1.[CH3:21][O:22][C:23](=[O:27])[CH2:24][CH2:25]Br.C(N(CC)CC)C. Product: [CH3:21][O:22][C:23](=[O:27])[CH2:24][CH2:25][N:16]1[CH2:15][CH2:14][CH:13]([O:12][C:11]2[CH:19]=[CH:20][C:8]([O:1][C:2]3[CH:7]=[CH:6][CH:5]=[CH:4][CH:3]=3)=[CH:9][CH:10]=2)[CH2:18][CH2:17]1. The catalyst class is: 2. (6) Reactant: [OH:1][C:2]1[C:10](=[O:11])[C:9]2[CH:12]=[CH:13][CH:14]=[CH:15][C:8]=2[C:7]2[C:3]=1[C:4]([CH3:18])([CH3:17])[C:5](=[O:16])[N:6]=2.[C:19]([O-])([O-])=O.[K+].[K+].CI. The catalyst class is: 5. Product: [CH3:19][O:1][C:2]1[C:10](=[O:11])[C:9]2[CH:12]=[CH:13][CH:14]=[CH:15][C:8]=2[C:7]2[C:3]=1[C:4]([CH3:18])([CH3:17])[C:5](=[O:16])[N:6]=2. (7) Reactant: FC1C=CC=CC=1C(Cl)=O.[F:11][C:12]1[CH:17]=[CH:16][CH:15]=[CH:14][C:13]=1[C:18]([N:20]=[C:21]=[S:22])=[O:19].[CH3:23][O:24][C:25]1[CH:26]=[C:27]2[C:32](=[CH:33][C:34]=1[O:35][CH3:36])[N:31]=[CH:30][CH:29]=[C:28]2[O:37][C:38]1[CH:44]=[CH:43][C:41]([NH2:42])=[C:40]([CH3:45])[CH:39]=1.C1(C)C=CC=CC=1. Product: [F:11][C:12]1[CH:17]=[CH:16][CH:15]=[CH:14][C:13]=1[C:18]([N:20]=[C:21]=[S:22])=[O:19].[CH3:23][O:24][C:25]1[CH:26]=[C:27]2[C:32](=[CH:33][C:34]=1[O:35][CH3:36])[N:31]=[CH:30][CH:29]=[C:28]2[O:37][C:38]1[CH:44]=[CH:43][C:41]([NH:42][C:21]([NH:20][C:18](=[O:19])[C:13]2[CH:14]=[CH:15][CH:16]=[CH:17][C:12]=2[F:11])=[S:22])=[C:40]([CH3:45])[CH:39]=1. The catalyst class is: 8. (8) Reactant: [C:1]([C:5]1[CH:6]=[C:7]([OH:11])[CH:8]=[CH:9][CH:10]=1)([CH3:4])([CH3:3])[CH3:2].[CH3:12][O:13]C(Cl)Cl.Cl.O. The catalyst class is: 2. Product: [C:1]([C:5]1[CH:10]=[CH:9][C:8]([CH:12]=[O:13])=[C:7]([OH:11])[CH:6]=1)([CH3:4])([CH3:2])[CH3:3]. (9) Reactant: [Br:1][CH2:2][C:3]1[C:4]([CH3:15])=[N:5][O:6][C:7]=1[C:8]1[CH:13]=[CH:12][C:11]([Br:14])=[CH:10][CH:9]=1.[C:16]1([P:22]([C:29]2[CH:34]=[CH:33][CH:32]=[CH:31][CH:30]=2)[C:23]2[CH:28]=[CH:27][CH:26]=[CH:25][CH:24]=2)[CH:21]=[CH:20][CH:19]=[CH:18][CH:17]=1. Product: [Br-:1].[Br:14][C:11]1[CH:12]=[CH:13][C:8]([C:7]2[O:6][N:5]=[C:4]([CH3:15])[C:3]=2[CH2:2][P+:22]([C:23]2[CH:24]=[CH:25][CH:26]=[CH:27][CH:28]=2)([C:29]2[CH:34]=[CH:33][CH:32]=[CH:31][CH:30]=2)[C:16]2[CH:17]=[CH:18][CH:19]=[CH:20][CH:21]=2)=[CH:9][CH:10]=1. The catalyst class is: 11. (10) The catalyst class is: 2. Product: [CH2:1]([O:8][C:9]1[C:10]([Cl:25])=[CH:11][C:12]([S:37]([CH:29]2[CH2:30][CH2:31][CH2:32][CH2:33]2)(=[O:40])=[O:38])=[C:13]2[C:18]=1[N:17]=[CH:16][CH:15]=[CH:14]2)[C:2]1[CH:3]=[CH:4][CH:5]=[CH:6][CH:7]=1. Reactant: [CH2:1]([O:8][C:9]1[C:10]([Cl:25])=[CH:11][C:12](SC2CCCC2)=[C:13]2[C:18]=1[N:17]=[CH:16][CH:15]=[CH:14]2)[C:2]1[CH:7]=[CH:6][CH:5]=[CH:4][CH:3]=1.ClC1C=[C:29]([C:33](OO)=O)[CH:30]=[CH:31][CH:32]=1.[S:37]([O-:40])([O-])=[O:38].[Na+].[Na+].[OH-].[Na+].